From a dataset of Full USPTO retrosynthesis dataset with 1.9M reactions from patents (1976-2016). Predict the reactants needed to synthesize the given product. (1) Given the product [CH3:20][O:19][C:17]1[CH:16]=[CH:15][CH:14]=[C:13]2[C:18]=1[C:10]([C:8](=[O:9])[CH:28]([NH:35][C:36]1[CH:41]=[CH:40][CH:39]=[C:38]([O:42][CH3:43])[CH:37]=1)[C:29]1[CH:30]=[CH:31][CH:32]=[CH:33][CH:34]=1)=[CH:11][NH:12]2, predict the reactants needed to synthesize it. The reactants are: C(N(CC)CC)C.[CH:8]([C:10]1[C:18]2[C:13](=[CH:14][CH:15]=[CH:16][C:17]=2[O:19][CH3:20])[N:12](C(OC(C)(C)C)=O)[CH:11]=1)=[O:9].[CH:28](=[N:35][C:36]1[CH:41]=[CH:40][CH:39]=[C:38]([O:42][CH3:43])[CH:37]=1)[C:29]1[CH:34]=[CH:33][CH:32]=[CH:31][CH:30]=1. (2) Given the product [F:19][C:20]([F:33])([F:32])[S:21]([O:10][CH2:9][CH:6]1[CH2:7][CH2:8][CH:3]([O:2][CH3:1])[CH2:4][CH2:5]1)(=[O:23])=[O:22], predict the reactants needed to synthesize it. The reactants are: [CH3:1][O:2][CH:3]1[CH2:8][CH2:7][CH:6]([CH2:9][OH:10])[CH2:5][CH2:4]1.N1C(C)=CC=CC=1C.[F:19][C:20]([F:33])([F:32])[S:21](O[S:21]([C:20]([F:33])([F:32])[F:19])(=[O:23])=[O:22])(=[O:23])=[O:22].